This data is from Forward reaction prediction with 1.9M reactions from USPTO patents (1976-2016). The task is: Predict the product of the given reaction. (1) Given the reactants [F:1][C:2]1[C:10]2[O:9][N:8]=[C:7]([CH3:11])[C:6]=2[CH:5]=[C:4]([C:12]([O:14]C)=[O:13])[C:3]=1[NH:16][C:17]1[CH:22]=[CH:21][C:20]([I:23])=[CH:19][C:18]=1[F:24].[Li+].[OH-], predict the reaction product. The product is: [F:1][C:2]1[C:10]2[O:9][N:8]=[C:7]([CH3:11])[C:6]=2[CH:5]=[C:4]([C:12]([OH:14])=[O:13])[C:3]=1[NH:16][C:17]1[CH:22]=[CH:21][C:20]([I:23])=[CH:19][C:18]=1[F:24]. (2) Given the reactants [Cl:1][C:2]1[CH:7]=[CH:6][CH:5]=[CH:4][C:3]=1[CH:8]([OH:12])[C:9](O)=O.[N+:13]([C:16]1[CH:21]=[CH:20][C:19]([NH:22][C:23](=[S:26])[NH:24][NH2:25])=[CH:18][CH:17]=1)([O-:15])=[O:14], predict the reaction product. The product is: [Cl:1][C:2]1[CH:7]=[CH:6][CH:5]=[CH:4][C:3]=1[CH:8]([OH:12])[C:9]1[N:22]([C:19]2[CH:18]=[CH:17][C:16]([N+:13]([O-:15])=[O:14])=[CH:21][CH:20]=2)[C:23](=[S:26])[NH:24][N:25]=1.